This data is from Forward reaction prediction with 1.9M reactions from USPTO patents (1976-2016). The task is: Predict the product of the given reaction. Given the reactants Br[C:2]1[CH:7]=[CH:6][C:5]([OH:8])=[CH:4][C:3]=1[F:9].[C:10]([C:13]1[CH:14]=[C:15](B(O)O)[CH:16]=[CH:17][CH:18]=1)(=[O:12])[NH2:11], predict the reaction product. The product is: [F:9][C:3]1[CH:4]=[C:5]([OH:8])[CH:6]=[CH:7][C:2]=1[C:17]1[CH:18]=[C:13]([CH:14]=[CH:15][CH:16]=1)[C:10]([NH2:11])=[O:12].